Task: Predict the product of the given reaction.. Dataset: Forward reaction prediction with 1.9M reactions from USPTO patents (1976-2016) Given the reactants [NH2:1][C:2]1[C:7]([CH3:8])=[C:6]([C:9]2[CH:14]=[CH:13][C:12]([Si](C)(C)C)=[CH:11][CH:10]=2)[N:5]=[C:4]([C:19]([O:21][CH3:22])=[O:20])[C:3]=1[Cl:23].[I:24]Cl, predict the reaction product. The product is: [NH2:1][C:2]1[C:7]([CH3:8])=[C:6]([C:9]2[CH:14]=[CH:13][C:12]([I:24])=[CH:11][CH:10]=2)[N:5]=[C:4]([C:19]([O:21][CH3:22])=[O:20])[C:3]=1[Cl:23].